Dataset: Catalyst prediction with 721,799 reactions and 888 catalyst types from USPTO. Task: Predict which catalyst facilitates the given reaction. (1) Reactant: [Br:1][C:2]1[CH:3]=[C:4]([CH2:9][CH2:10][CH2:11][C:12]([OH:14])=O)[CH:5]=[CH:6][C:7]=1[Cl:8].C(Cl)(=O)C(Cl)=O.[Cl-].[Al+3].[Cl-].[Cl-].Cl. Product: [Br:1][C:2]1[CH:3]=[C:4]2[C:5](=[CH:6][C:7]=1[Cl:8])[C:12](=[O:14])[CH2:11][CH2:10][CH2:9]2. The catalyst class is: 59. (2) Reactant: [C:1]([O:5][C:6](=[O:11])[NH:7][CH2:8][C:9]#[CH:10])([CH3:4])([CH3:3])[CH3:2].C([N-]C(C)C)(C)C.[Li+].[F:20][C:21]([F:26])([F:25])[C:22]([CH3:24])=[O:23].[NH4+].[Cl-]. Product: [C:1]([O:5][C:6](=[O:11])[NH:7][CH2:8][C:9]#[C:10][C:22]([OH:23])([CH3:24])[C:21]([F:26])([F:25])[F:20])([CH3:4])([CH3:3])[CH3:2]. The catalyst class is: 7. (3) Reactant: [F:1][C:2]([F:17])([CH:8]([O:11][C:12](=[O:16])[C:13]([CH3:15])=[CH2:14])[CH2:9][CH3:10])[C:3]([O:5][CH2:6]C)=[O:4]. Product: [F:1][C:2]([F:17])([CH:8]([O:11][C:12](=[O:16])[C:13]([CH3:15])=[CH2:14])[CH2:9][CH3:10])[C:3]([O:5][CH3:6])=[O:4]. The catalyst class is: 5.